Dataset: Full USPTO retrosynthesis dataset with 1.9M reactions from patents (1976-2016). Task: Predict the reactants needed to synthesize the given product. (1) Given the product [F:41][C:38]([F:39])([F:40])[C:37]1[C:32]([CH2:31][N:1]2[C:9]3[C:4](=[N:5][CH:6]=[CH:7][CH:8]=3)[C:3]3([C:13]4=[CH:14][C:15]5[O:16][CH2:17][CH2:18][O:19][C:20]=5[CH:21]=[C:12]4[O:11][CH2:10]3)[C:2]2=[O:22])=[N:33][CH:34]=[CH:35][CH:36]=1, predict the reactants needed to synthesize it. The reactants are: [NH:1]1[C:9]2[C:4](=[N:5][CH:6]=[CH:7][CH:8]=2)[C:3]2([C:13]3=[CH:14][C:15]4[O:16][CH2:17][CH2:18][O:19][C:20]=4[CH:21]=[C:12]3[O:11][CH2:10]2)[C:2]1=[O:22].C(=O)([O-])[O-].[Cs+].[Cs+].Cl.Cl[CH2:31][C:32]1[C:37]([C:38]([F:41])([F:40])[F:39])=[CH:36][CH:35]=[CH:34][N:33]=1.[I-].[K+]. (2) Given the product [Cl:16][C:17]1([C:28]([N:11]2[C:10](=[O:13])[CH2:9][CH:8]([C:5]3[CH:4]=[CH:3][C:2]([Cl:1])=[CH:7][CH:6]=3)[NH:12]2)=[O:29])[C:21]([Cl:22])=[CH:20][S:19][NH:18]1, predict the reactants needed to synthesize it. The reactants are: [Cl:1][C:2]1[CH:7]=[CH:6][C:5]([CH:8]2[NH:12][NH:11][C:10](=[O:13])[CH2:9]2)=[CH:4][CH:3]=1.[H-].[Na+].[Cl:16][C:17]1[C:21]([Cl:22])=[C:20](C(Cl)=O)[S:19][N:18]=1.CN(C)[CH:28]=[O:29]. (3) Given the product [CH2:1]([N:3]1[C:15]2[CH:14]=[CH:13][C:12]([CH2:16][N:19]3[CH2:20][CH2:21][CH:22]([C:25]4[CH:26]=[C:27]([N:31]5[CH2:35][CH2:34][CH2:33][C:32]5=[O:36])[CH:28]=[CH:29][CH:30]=4)[CH2:23][CH2:24]3)=[CH:11][C:10]=2[C:9]2[C:4]1=[CH:5][CH:6]=[CH:7][CH:8]=2)[CH3:2], predict the reactants needed to synthesize it. The reactants are: [CH2:1]([N:3]1[C:15]2[CH:14]=[CH:13][C:12]([C:16](=O)C)=[CH:11][C:10]=2[C:9]2[C:4]1=[CH:5][CH:6]=[CH:7][CH:8]=2)[CH3:2].[NH:19]1[CH2:24][CH2:23][CH:22]([C:25]2[CH:26]=[C:27]([N:31]3[CH2:35][CH2:34][CH2:33][C:32]3=[O:36])[CH:28]=[CH:29][CH:30]=2)[CH2:21][CH2:20]1.C(O[BH-](OC(=O)C)OC(=O)C)(=O)C.[Na+].CC(O)=O.C([O-])(O)=O.[Na+]. (4) Given the product [Br:8][C:5]1[CH:6]=[CH:7][C:2]([N:12]2[CH2:13][CH2:14][C@H:10]([OH:9])[CH2:11]2)=[N:3][CH:4]=1, predict the reactants needed to synthesize it. The reactants are: Br[C:2]1[CH:7]=[CH:6][C:5]([Br:8])=[CH:4][N:3]=1.[OH:9][C@H:10]1[CH2:14][CH2:13][NH:12][CH2:11]1. (5) Given the product [OH:27][C:22]1[CH:23]=[C:24]2[C:19](=[CH:20][CH:21]=1)[CH:18]=[C:17]([C:11]1[CH:12]=[C:13]([OH:15])[CH:14]=[C:9]([C:6]3[CH:7]=[CH:8][C:3]([OH:2])=[CH:4][CH:5]=3)[CH:10]=1)[CH:26]=[CH:25]2, predict the reactants needed to synthesize it. The reactants are: C[O:2][C:3]1[CH:8]=[CH:7][C:6]([C:9]2[CH:14]=[C:13]([O:15]C)[CH:12]=[C:11]([C:17]3[CH:26]=[CH:25][C:24]4[C:19](=[CH:20][CH:21]=[C:22]([O:27]C)[CH:23]=4)[CH:18]=3)[CH:10]=2)=[CH:5][CH:4]=1.B(Br)(Br)Br.